Dataset: Forward reaction prediction with 1.9M reactions from USPTO patents (1976-2016). Task: Predict the product of the given reaction. Given the reactants [S:1]1[CH:5]=[CH:4][CH:3]=[C:2]1[C:6]([C:8]1[CH:16]=[CH:15][CH:14]=[CH:13][C:9]=1[C:10]([OH:12])=O)=[O:7].P(Cl)(Cl)(Cl)(Cl)Cl.[Cl-].[Al+3].[Cl-].[Cl-], predict the reaction product. The product is: [S:1]1[CH:5]=[CH:4][C:3]2[C:10](=[O:12])[C:9]3[C:8]([C:6](=[O:7])[C:2]1=2)=[CH:16][CH:15]=[CH:14][CH:13]=3.